From a dataset of Catalyst prediction with 721,799 reactions and 888 catalyst types from USPTO. Predict which catalyst facilitates the given reaction. Reactant: [Br:1][C:2]1[C:11]2[C:6](=[CH:7][C:8]([Br:12])=[CH:9][CH:10]=2)[CH:5]=[CH:4][C:3]=1[O:13][CH2:14][CH2:15][N:16]1[C:20]([NH:21][C:22](=O)[CH3:23])=[CH:19][C:18]([C:25]2[CH:30]=[CH:29][CH:28]=[CH:27][CH:26]=2)=[N:17]1.CO. Product: [Br:1][C:2]1[C:11]2[C:6](=[CH:7][C:8]([Br:12])=[CH:9][CH:10]=2)[CH:5]=[CH:4][C:3]=1[O:13][CH2:14][CH2:15][N:16]1[C:20]([NH:21][CH2:22][CH3:23])=[CH:19][C:18]([C:25]2[CH:30]=[CH:29][CH:28]=[CH:27][CH:26]=2)=[N:17]1. The catalyst class is: 1.